Dataset: Full USPTO retrosynthesis dataset with 1.9M reactions from patents (1976-2016). Task: Predict the reactants needed to synthesize the given product. (1) The reactants are: [F:1][C:2]1[CH:7]=[C:6]([CH3:8])[CH:5]=[C:4]([NH:9][CH:10]2[CH2:15][CH2:14][N:13]([C@H:16]3[CH2:21][CH2:20][C@H:19]([O:22][CH2:23][CH3:24])[CH2:18][CH2:17]3)[CH2:12][CH2:11]2)[C:3]=1[NH2:25].[Cl:26][C:27](Cl)([O:29]C(=O)OC(Cl)(Cl)Cl)Cl.C(N(C(C)C)CC)(C)C. Given the product [ClH:26].[F:1][C:2]1[C:3]2[NH:25][C:27](=[O:29])[N:9]([CH:10]3[CH2:15][CH2:14][N:13]([C@H:16]4[CH2:21][CH2:20][C@H:19]([O:22][CH2:23][CH3:24])[CH2:18][CH2:17]4)[CH2:12][CH2:11]3)[C:4]=2[CH:5]=[C:6]([CH3:8])[CH:7]=1, predict the reactants needed to synthesize it. (2) The reactants are: [NH2:1][CH2:2][C@@H:3]1[CH2:8][CH2:7][CH2:6][N:5]([CH2:9][CH2:10][N:11]2[C:20]3[C:15](=[CH:16][CH:17]=[C:18]([F:21])[CH:19]=3)[CH:14]=[CH:13][C:12]2=[O:22])[CH2:4]1.[Cl:23][C:24]1[C:33]([CH:34]=O)=[N:32][C:31]2[NH:30][C:29](=[O:36])[CH2:28][O:27][C:26]=2[CH:25]=1.C(O[BH-](OC(=O)C)OC(=O)C)(=O)C.[Na+].Cl.C1(N)C(F)=C(F)C(F)=C(N)C=1F.Cl.Cl. Given the product [Cl:23][C:24]1[C:33]([CH2:34][NH:1][CH2:2][C@@H:3]2[CH2:8][CH2:7][CH2:6][N:5]([CH2:9][CH2:10][N:11]3[C:20]4[C:15](=[CH:16][CH:17]=[C:18]([F:21])[CH:19]=4)[CH:14]=[CH:13][C:12]3=[O:22])[CH2:4]2)=[N:32][C:31]2[NH:30][C:29](=[O:36])[CH2:28][O:27][C:26]=2[CH:25]=1, predict the reactants needed to synthesize it. (3) Given the product [Cl:3][C:4]1[CH:5]=[C:6]([CH:22]=[CH:23][C:24]=1[C:25]1[CH:26]=[C:27]2[C:31](=[CH:32][CH:33]=1)[N:30]([CH:35]([CH3:37])[CH3:36])[CH:29]=[CH:28]2)[C:7]([N:9]1[CH2:14][CH2:13][N:12]([C:42]([C:39]2([OH:38])[CH2:41][CH2:40]2)=[O:44])[CH2:11][CH2:10]1)=[O:8], predict the reactants needed to synthesize it. The reactants are: [H-].[Na+].[Cl:3][C:4]1[CH:5]=[C:6]([CH:22]=[CH:23][C:24]=1[C:25]1[CH:26]=[C:27]2[C:31](=[CH:32][CH:33]=1)[NH:30][CH:29]=[CH:28]2)[C:7]([N:9]1[CH2:14][CH2:13][N:12](C(OC(C)(C)C)=O)[CH2:11][CH2:10]1)=[O:8].I[CH:35]([CH3:37])[CH3:36].[OH:38][C:39]1([C:42]([OH:44])=O)[CH2:41][CH2:40]1.F[P-](F)(F)(F)(F)F.N1(O[P+](N(C)C)(N(C)C)N(C)C)C2C=CC=CC=2N=N1. (4) Given the product [Br:20][CH2:2][C:3]1[CH:4]=[C:5]([C:9]2[CH:14]=[CH:13][C:12]([C:15]([O:17][CH3:18])=[O:16])=[CH:11][CH:10]=2)[CH:6]=[CH:7][CH:8]=1, predict the reactants needed to synthesize it. The reactants are: O[CH2:2][C:3]1[CH:4]=[C:5]([C:9]2[CH:14]=[CH:13][C:12]([C:15]([O:17][CH3:18])=[O:16])=[CH:11][CH:10]=2)[CH:6]=[CH:7][CH:8]=1.P(Br)(Br)[Br:20].